From a dataset of Full USPTO retrosynthesis dataset with 1.9M reactions from patents (1976-2016). Predict the reactants needed to synthesize the given product. (1) Given the product [CH2:35]([S:32]([C:29]1[CH:30]=[CH:31][C:25]2[O:24][C:23]([NH:22][CH:19]3[CH2:20][CH2:21][N:16]([CH2:15][C:6]4[CH:5]=[C:4]([O:3][CH2:1][CH3:2])[C:9]([O:10][CH3:11])=[CH:8][C:7]=4[C:39]4[CH:44]=[CH:43][N:42]=[CH:41][CH:40]=4)[CH2:17][CH2:18]3)=[N:27][C:26]=2[CH:28]=1)(=[O:34])=[O:33])[CH3:36], predict the reactants needed to synthesize it. The reactants are: [CH2:1]([O:3][C:4]1[C:9]([O:10][CH3:11])=[CH:8][C:7](B(O)O)=[C:6]([CH2:15][N:16]2[CH2:21][CH2:20][CH:19]([NH:22][C:23]3[O:24][C:25]4[CH:31]=[CH:30][C:29]([S:32]([CH2:35][CH3:36])(=[O:34])=[O:33])=[CH:28][C:26]=4[N:27]=3)[CH2:18][CH2:17]2)[CH:5]=1)[CH3:2].Cl.Br[C:39]1[CH:44]=[CH:43][N:42]=[CH:41][CH:40]=1.CC([O-])(C)C.[K+]. (2) Given the product [Cl:1][C:2]1[CH:7]=[CH:6][N:5]([CH:8]2[CH2:13][CH2:12][CH2:11][CH2:10][CH:9]2[CH3:14])[C:4](=[O:15])[C:3]=1[C:16]#[N:17], predict the reactants needed to synthesize it. The reactants are: [Cl:1][C:2]1[CH:7]=[CH:6][N:5]([CH:8]2[CH2:13][CH2:12][CH2:11][CH2:10][CH:9]2[CH3:14])[C:4](=[O:15])[C:3]=1[CH:16]=[N:17]O.P(Cl)(Cl)(Cl)=O.C(=O)([O-])O.[Na+]. (3) The reactants are: [C:1]([C:5]1[CH:6]=[C:7]([CH:31]=[CH:32][CH:33]=1)[CH2:8][NH:9][C@@H:10]1[C@@H:15]([OH:16])[C@H:14]([CH2:17][C:18]2[CH:23]=[C:22]([F:24])[C:21]([N+:25]([O-:27])=[O:26])=[C:20](F)[CH:19]=2)[CH2:13][S:12](=[O:30])(=[O:29])[CH2:11]1)([CH3:4])([CH3:3])[CH3:2].[CH3:34][CH2:35][OH:36].[OH-].[K+]. Given the product [C:1]([C:5]1[CH:6]=[C:7]([CH:31]=[CH:32][CH:33]=1)[CH2:8][NH:9][C@@H:10]1[C@@H:15]([OH:16])[C@H:14]([CH2:17][C:18]2[CH:23]=[C:22]([F:24])[C:21]([N+:25]([O-:27])=[O:26])=[C:20]([O:36][CH2:35][CH3:34])[CH:19]=2)[CH2:13][S:12](=[O:29])(=[O:30])[CH2:11]1)([CH3:3])([CH3:2])[CH3:4], predict the reactants needed to synthesize it. (4) Given the product [CH3:32][N:31]1[C:27]([CH2:26][CH2:25][S:23]([CH2:22][C:19]2[CH:18]=[CH:17][C:16]([OH:15])=[CH:21][CH:20]=2)=[O:24])=[CH:28][CH:29]=[N:30]1, predict the reactants needed to synthesize it. The reactants are: CN1C(=O)CC(=O)N(C)C1=O.C([O:15][C:16]1[CH:21]=[CH:20][C:19]([CH2:22][S:23]([CH2:25][CH2:26][C:27]2[N:31]([CH3:32])[N:30]=[CH:29][CH:28]=2)=[O:24])=[CH:18][CH:17]=1)C=C. (5) Given the product [CH2:1]([C@@H:3]([CH2:27][CH:28]=[CH2:29])[CH2:4][S:5]([NH2:8])(=[O:7])=[O:6])[CH3:2].[CH2:30]([C@H:32]([CH2:56][CH:57]=[CH2:58])[CH2:33][S:34]([NH2:37])(=[O:36])=[O:35])[CH3:31], predict the reactants needed to synthesize it. The reactants are: [CH2:1]([C@@H:3]([CH2:27][CH:28]=[CH2:29])[CH2:4][S:5]([N:8](CC1C=CC(OC)=CC=1)CC1C=CC(OC)=CC=1)(=[O:7])=[O:6])[CH3:2].[CH2:30]([C@H:32]([CH2:56][CH:57]=[CH2:58])[CH2:33][S:34]([N:37](CC1C=CC(OC)=CC=1)CC1C=CC(OC)=CC=1)(=[O:36])=[O:35])[CH3:31].